From a dataset of Forward reaction prediction with 1.9M reactions from USPTO patents (1976-2016). Predict the product of the given reaction. (1) Given the reactants Br[C:2]1[CH:3]=[C:4]([C:8]2[NH:9][C:10]3[N:11]([N:17]=[CH:18][C:19]=3[C:20]#[N:21])[C:12](=[O:16])[C:13]=2[CH2:14][CH3:15])[CH:5]=[CH:6][CH:7]=1.[C:22]1(B(O)O)[CH:27]=[CH:26][CH:25]=[CH:24][CH:23]=1.C(=O)([O-])[O-].[Na+].[Na+].Cl, predict the reaction product. The product is: [C:2]1([C:22]2[CH:27]=[CH:26][CH:25]=[CH:24][CH:23]=2)[CH:7]=[CH:6][CH:5]=[C:4]([C:8]2[NH:9][C:10]3[N:11]([N:17]=[CH:18][C:19]=3[C:20]#[N:21])[C:12](=[O:16])[C:13]=2[CH2:14][CH3:15])[CH:3]=1. (2) Given the reactants [NH2:1][C:2]1[CH:11]=[CH:10][C:5]([C:6]([O:8][CH3:9])=[O:7])=[CH:4][C:3]=1I.[C:13]([O:17][CH3:18])(=[O:16])[CH:14]=[CH2:15].C(=O)([O-])[O-].[Cs+].[Cs+].C1(P(C2C=CC=CC=2)C2C=CC=CC=2)C=CC=CC=1, predict the reaction product. The product is: [NH2:1][C:2]1[CH:11]=[CH:10][C:5]([C:6]([O:8][CH3:9])=[O:7])=[CH:4][C:3]=1[CH:15]=[CH:14][C:13]([O:17][CH3:18])=[O:16]. (3) Given the reactants [CH2:1]([O:8][C:9]1[CH:18]=[C:17]2[C:12]([C:13](Cl)=[N:14][CH:15]=[N:16]2)=[CH:11][C:10]=1[O:20][CH3:21])[C:2]1[CH:7]=[CH:6][CH:5]=[CH:4][CH:3]=1.[F:22][C:23]1[CH:28]=[CH:27][C:26]([NH:29][C:30]([C:32]2([C:35]([NH:37][C:38]3[CH:43]=[CH:42][C:41]([OH:44])=[C:40]([F:45])[CH:39]=3)=[O:36])[CH2:34][CH2:33]2)=[O:31])=[CH:25][CH:24]=1.C(=O)([O-])[O-].[K+].[K+], predict the reaction product. The product is: [F:22][C:23]1[CH:24]=[CH:25][C:26]([NH:29][C:30]([C:32]2([C:35]([NH:37][C:38]3[CH:43]=[CH:42][C:41]([O:44][C:13]4[C:12]5[C:17](=[CH:18][C:9]([O:8][CH2:1][C:2]6[CH:7]=[CH:6][CH:5]=[CH:4][CH:3]=6)=[C:10]([O:20][CH3:21])[CH:11]=5)[N:16]=[CH:15][N:14]=4)=[C:40]([F:45])[CH:39]=3)=[O:36])[CH2:34][CH2:33]2)=[O:31])=[CH:27][CH:28]=1. (4) Given the reactants [Cl:1][C:2]1[CH:7]=[CH:6][C:5]([C@H:8]2[C@@H:13]([C:14]3[CH:19]=[CH:18][C:17]([Cl:20])=[CH:16][CH:15]=3)[N:12]([C@H:21]([CH2:25][CH2:26][CH3:27])[C:22](O)=[O:23])[C:11](=[O:28])[C@H:10]([CH2:29][C:30]3[CH:35]=[CH:34][C:33]([I:36])=[CH:32][CH:31]=3)[O:9]2)=[CH:4][CH:3]=1.Cl.[NH2:38][CH2:39][CH2:40][CH2:41][C:42]([O:44][CH2:45][CH3:46])=[O:43].Cl.C(N=C=NCCCN(C)C)C.C1C=NC2N(O)N=NC=2C=1.C(=O)(O)[O-].[Na+], predict the reaction product. The product is: [Cl:1][C:2]1[CH:7]=[CH:6][C:5]([C@H:8]2[C@@H:13]([C:14]3[CH:15]=[CH:16][C:17]([Cl:20])=[CH:18][CH:19]=3)[N:12]([C@H:21]([CH2:25][CH2:26][CH3:27])[C:22]([NH:38][CH2:39][CH2:40][CH2:41][C:42]([O:44][CH2:45][CH3:46])=[O:43])=[O:23])[C:11](=[O:28])[C@H:10]([CH2:29][C:30]3[CH:31]=[CH:32][C:33]([I:36])=[CH:34][CH:35]=3)[O:9]2)=[CH:4][CH:3]=1. (5) Given the reactants [NH2:1][C:2]1[CH:7]=[N:6][CH:5]=[CH:4][N:3]=1.Br[CH2:9][CH:10](OC)OC, predict the reaction product. The product is: [N:1]1[CH:9]=[CH:10][N:3]2[CH:4]=[CH:5][N:6]=[CH:7][C:2]=12. (6) The product is: [F:19][C:20]1[CH:25]=[CH:24][CH:23]=[CH:22][C:21]=1[C:26]1[N:27]=[C:28]([CH3:40])[N:29]2[C:34]=1[C:33]([N:16]1[CH2:17][CH2:18][C:13]3[CH:12]=[N:11][N:10]([CH3:9])[C:14]=3[CH2:15]1)=[N:32][CH:31]=[N:30]2. Given the reactants C(N(CC)CC)C.Br.[CH3:9][N:10]1[C:14]2[CH2:15][NH:16][CH2:17][CH2:18][C:13]=2[CH:12]=[N:11]1.[F:19][C:20]1[CH:25]=[CH:24][CH:23]=[CH:22][C:21]=1[C:26]1[N:27]=[C:28]([CH3:40])[N:29]2[C:34]=1[C:33](N1C=NC=N1)=[N:32][CH:31]=[N:30]2, predict the reaction product.